Task: Predict the reaction yield, written as a fraction of the theoretical maximum amount of product (1.0 means a 100% yield; for example, 0.34 means a 34% yield).. Dataset: Reaction yield outcomes from USPTO patents with 853,638 reactions (1) The reactants are [NH:1]1[CH:5]=[C:4]([C:6](=[S:8])[NH2:7])[CH:3]=[N:2]1.Br[CH2:10][C:11](=O)[C:12]([OH:14])=O.[NH2:16][C@@H:17]([CH3:33])[CH2:18][N:19]1[CH:23]=[CH:22][C:21]([C:24]2[CH:31]=[CH:30][C:27]([C:28]#[N:29])=[C:26]([Cl:32])[CH:25]=2)=[N:20]1.C(Cl)Cl. The catalyst is C1COCC1. The product is [Cl:32][C:26]1[CH:25]=[C:24]([C:21]2[CH:22]=[CH:23][N:19]([CH2:18][C@@H:17]([NH:16][C:12]([C:11]3[N:7]=[C:6]([C:4]4[CH:5]=[N:1][NH:2][CH:3]=4)[S:8][CH:10]=3)=[O:14])[CH3:33])[N:20]=2)[CH:31]=[CH:30][C:27]=1[C:28]#[N:29]. The yield is 0.377. (2) The reactants are [Cl:1][C:2]1[CH:10]=[C:9]2[C:5]([CH:6]=[C:7]([CH:11]=O)[NH:8]2)=[CH:4][CH:3]=1.[Cl:13][C:14]1[CH:19]=[CH:18][C:17]([NH2:20])=[CH:16][CH:15]=1.[O-]S([O-])(=O)=O.[Mg+2].C(N(CC)CC)C.[Cl:34][C:35]1[CH:40]=[CH:39][C:38]([CH2:41][C:42](Cl)=[O:43])=[CH:37][CH:36]=1. The catalyst is C(Cl)Cl. The product is [Cl:1][C:2]1[CH:10]=[C:9]2[C:5]([CH:6]=[C:7]([CH:11]3[N:20]([C:17]4[CH:18]=[CH:19][C:14]([Cl:13])=[CH:15][CH:16]=4)[C:42](=[O:43])[CH:41]3[C:38]3[CH:39]=[CH:40][C:35]([Cl:34])=[CH:36][CH:37]=3)[NH:8]2)=[CH:4][CH:3]=1. The yield is 0.250. (3) The reactants are [Cl:1][C:2]1[CH:3]=[C:4]([CH:8]=[CH:9][C:10]=1[N:11]([CH2:28][CH2:29][OH:30])[C:12]([C:14]1[S:27][C:17]2[C:18]3[CH:26]=[CH:25][CH:24]=[CH:23][C:19]=3[O:20][CH2:21][CH2:22][C:16]=2[CH:15]=1)=[O:13])[C:5](O)=[O:6].CN(C(ON1N=NC2C=CC=NC1=2)=[N+](C)C)C.F[P-](F)(F)(F)(F)F.CCN(C(C)C)C(C)C.[N:64]1([C:70]([O:72][C:73]([CH3:76])([CH3:75])[CH3:74])=[O:71])[CH2:69][CH2:68][NH:67][CH2:66][CH2:65]1. The catalyst is C1COCC1.C(OCC)(=O)C. The product is [Cl:1][C:2]1[CH:3]=[C:4]([CH:8]=[CH:9][C:10]=1[N:11]([CH2:28][CH2:29][OH:30])[C:12]([C:14]1[S:27][C:17]2[C:18]3[CH:26]=[CH:25][CH:24]=[CH:23][C:19]=3[O:20][CH2:21][CH2:22][C:16]=2[CH:15]=1)=[O:13])[C:5]([N:67]1[CH2:68][CH2:69][N:64]([C:70]([O:72][C:73]([CH3:76])([CH3:75])[CH3:74])=[O:71])[CH2:65][CH2:66]1)=[O:6]. The yield is 0.220. (4) The reactants are [C:1]([C:3]1[CH:30]=[CH:29][C:6]([C:7]([N:9]2[CH2:13][C@@H:12]3[CH2:14][N:15]([C:17]([O:19][CH2:20][C:21]4[CH:26]=[C:25]([Cl:27])[CH:24]=[C:23]([Cl:28])[CH:22]=4)=[O:18])[CH2:16][C@@H:11]3[CH2:10]2)=[O:8])=[CH:5][CH:4]=1)#[N:2].[N-:31]=[N+:32]=[N-:33].[Na+]. The catalyst is CC(O)C.O.[Br-].[Zn+2].[Br-]. The product is [NH:31]1[C:1]([C:3]2[CH:4]=[CH:5][C:6]([C:7]([N:9]3[CH2:13][C@@H:12]4[CH2:14][N:15]([C:17]([O:19][CH2:20][C:21]5[CH:22]=[C:23]([Cl:28])[CH:24]=[C:25]([Cl:27])[CH:26]=5)=[O:18])[CH2:16][C@@H:11]4[CH2:10]3)=[O:8])=[CH:29][CH:30]=2)=[N:2][N:33]=[N:32]1. The yield is 0.510.